Predict the product of the given reaction. From a dataset of Forward reaction prediction with 1.9M reactions from USPTO patents (1976-2016). (1) Given the reactants B(Br)(Br)Br.[Br:5][C:6]1[CH:15]=[C:14]([O:16]C)[C:13]([O:18]C)=[CH:12][C:7]=1[C:8]([O:10][CH3:11])=[O:9].CO, predict the reaction product. The product is: [Br:5][C:6]1[CH:15]=[C:14]([OH:16])[C:13]([OH:18])=[CH:12][C:7]=1[C:8]([O:10][CH3:11])=[O:9]. (2) Given the reactants [CH3:1][O:2][C:3](=[O:33])[C:4]1[CH:9]=[CH:8][C:7]([CH2:10][N:11]2[CH:15]=[C:14]([C:16]3[CH:21]=[CH:20][C:19]([Cl:22])=[CH:18][C:17]=3[Cl:23])[N:13]=[C:12]2/[CH:24]=[CH:25]/[C:26]2[CH:31]=[CH:30][C:29](Br)=[CH:28][CH:27]=2)=[CH:6][CH:5]=1.Cl.[O:35]1[CH2:40][CH2:39][N:38]([C:41]2[CH:42]=[C:43](B(O)O)[CH:44]=[CH:45][CH:46]=2)[CH2:37][CH2:36]1, predict the reaction product. The product is: [CH3:1][O:2][C:3](=[O:33])[C:4]1[CH:9]=[CH:8][C:7]([CH2:10][N:11]2[CH:15]=[C:14]([C:16]3[CH:21]=[CH:20][C:19]([Cl:22])=[CH:18][C:17]=3[Cl:23])[N:13]=[C:12]2/[CH:24]=[CH:25]/[C:26]2[CH:31]=[CH:30][C:29]([C:45]3[CH:44]=[CH:43][CH:42]=[C:41]([N:38]4[CH2:37][CH2:36][O:35][CH2:40][CH2:39]4)[CH:46]=3)=[CH:28][CH:27]=2)=[CH:6][CH:5]=1. (3) Given the reactants CC(C)([O-])C.[K+].[CH3:7][O:8][C:9]1[CH:14]=[CH:13][C:12]([C:15]2[C:23]3[C:22]([O:24][C@@H:25]4[CH2:30][CH2:29][CH2:28][C@H:27]([OH:31])[CH2:26]4)=[N:21][CH:20]=[N:19][C:18]=3[O:17][C:16]=2[C:32]2[CH:37]=[CH:36][CH:35]=[CH:34][CH:33]=2)=[CH:11][CH:10]=1.[C:38](#[N:41])[CH:39]=[CH2:40], predict the reaction product. The product is: [CH3:7][O:8][C:9]1[CH:10]=[CH:11][C:12]([C:15]2[C:23]3[C:22]([O:24][C@@H:25]4[CH2:30][CH2:29][CH2:28][C@H:27]([O:31][CH2:40][CH2:39][C:38]#[N:41])[CH2:26]4)=[N:21][CH:20]=[N:19][C:18]=3[O:17][C:16]=2[C:32]2[CH:33]=[CH:34][CH:35]=[CH:36][CH:37]=2)=[CH:13][CH:14]=1. (4) Given the reactants O.C(O)=[O:3].COC1C=C2C(C(C(NCC3CCN(CC(O)=O)CC3)=O)=NN2)=CC=1C1C=NC=CC=1.C([O:38][C:39](=[O:61])[CH2:40][N:41]1[CH2:46][CH2:45][CH:44]([CH2:47][NH:48][C:49]([C:51]2[C:59]3[C:54](=[CH:55][CH:56]=[C:57](Br)[CH:58]=3)[NH:53][N:52]=2)=[O:50])[CH2:43][CH2:42]1)C.[F:62][C:63]1[CH:64]=[C:65](B(O)O)[CH:66]=[CH:67][CH:68]=1, predict the reaction product. The product is: [OH2:3].[F:62][C:63]1[CH:68]=[C:67]([C:57]2[CH:58]=[C:59]3[C:54](=[CH:55][CH:56]=2)[NH:53][N:52]=[C:51]3[C:49]([NH:48][CH2:47][CH:44]2[CH2:45][CH2:46][N:41]([CH2:40][C:39]([OH:38])=[O:61])[CH2:42][CH2:43]2)=[O:50])[CH:66]=[CH:65][CH:64]=1. (5) Given the reactants [CH3:1][O:2][C:3]1[CH:8]=[CH:7][C:6]([CH2:9][C:10]([O:12]CC)=[O:11])=[CH:5][CH:4]=1.[OH-].[Na+], predict the reaction product. The product is: [CH3:1][O:2][C:3]1[CH:4]=[CH:5][C:6]([CH2:9][C:10]([OH:12])=[O:11])=[CH:7][CH:8]=1. (6) Given the reactants [C:1]([O:5][C:6]([NH:8][C@H:9]([C:13](O)=[O:14])[CH:10]([CH3:12])[CH3:11])=[O:7])([CH3:4])([CH3:3])[CH3:2].[BH4-].[Na+], predict the reaction product. The product is: [OH:14][CH2:13][CH:9]([NH:8][C:6](=[O:7])[O:5][C:1]([CH3:2])([CH3:4])[CH3:3])[CH:10]([CH3:12])[CH3:11]. (7) Given the reactants C(O/[CH:4]=[CH:5]/[C:6]1[CH:11]=[CH:10][N:9]=[C:8]([S:12][CH3:13])[N:7]=1)C.BrN1C(=O)CCC1=O.[CH3:22][O:23][C:24](=[O:32])[C:25]1[CH:30]=[CH:29][CH:28]=[N:27][C:26]=1[NH2:31], predict the reaction product. The product is: [CH3:13][S:12][C:8]1[N:7]=[C:6]([C:5]2[N:27]3[CH:28]=[CH:29][CH:30]=[C:25]([C:24]([O:23][CH3:22])=[O:32])[C:26]3=[N:31][CH:4]=2)[CH:11]=[CH:10][N:9]=1.